Dataset: Reaction yield outcomes from USPTO patents with 853,638 reactions. Task: Predict the reaction yield, written as a fraction of the theoretical maximum amount of product (1.0 means a 100% yield; for example, 0.34 means a 34% yield). (1) The reactants are [S:1]1[C:9]2[C:4](=[N:5][CH:6]=[CH:7][CH:8]=2)[N:3]=[C:2]1[O:10][C:11]1[CH:16]=[CH:15][C:14]([CH2:17][CH2:18][OH:19])=[CH:13][CH:12]=1.C(N(CC)C(C)C)(C)C.[CH3:29][S:30](O[S:30]([CH3:29])(=[O:32])=[O:31])(=[O:32])=[O:31]. The catalyst is CN(C)C1C=CN=CC=1.C(Cl)Cl. The product is [CH3:29][S:30]([O:19][CH2:18][CH2:17][C:14]1[CH:15]=[CH:16][C:11]([O:10][C:2]2[S:1][C:9]3[C:4]([N:3]=2)=[N:5][CH:6]=[CH:7][CH:8]=3)=[CH:12][CH:13]=1)(=[O:32])=[O:31]. The yield is 0.910. (2) The reactants are [N:1]1[CH:6]=[CH:5][C:4]([C:7]2[N:11]=[C:10]([CH2:12][C:13]([O:15]CC)=[O:14])[NH:9][N:8]=2)=[CH:3][CH:2]=1.[OH-].[Li+].C1COCC1. The catalyst is O. The product is [N:1]1[CH:6]=[CH:5][C:4]([C:7]2[N:11]=[C:10]([CH2:12][C:13]([OH:15])=[O:14])[NH:9][N:8]=2)=[CH:3][CH:2]=1. The yield is 0.860. (3) The reactants are [Br:1][C:2]1[CH:20]=[CH:19][C:5]([O:6][C:7]2[N:14]=[C:13]([NH:15][CH2:16][CH2:17][OH:18])[CH:12]=[CH:11][C:8]=2[C:9]#[N:10])=[CH:4][C:3]=1[CH:21]1[O:25]CCO1.Cl.[CH2:27]1COCC1. No catalyst specified. The product is [Br:1][C:2]1[CH:20]=[CH:19][C:5]([O:6][C:7]2[N:14]=[C:13]([N:15]([CH2:16][CH2:17][OH:18])[CH3:27])[CH:12]=[CH:11][C:8]=2[C:9]#[N:10])=[CH:4][C:3]=1[CH:21]=[O:25]. The yield is 0.550. (4) The reactants are [I-].[CH2:2]([O:9][C:10]1[CH:18]=[C:17]2[C:13]([C:14]([CH2:19][N+](C)(C)C)=[CH:15][NH:16]2)=[CH:12][CH:11]=1)[C:3]1[CH:8]=[CH:7][CH:6]=[CH:5][CH:4]=1.[C-:24]#[N:25].[Na+]. The catalyst is CCO. The product is [CH2:2]([O:9][C:10]1[CH:18]=[C:17]2[C:13]([C:14]([CH2:19][C:24]#[N:25])=[CH:15][NH:16]2)=[CH:12][CH:11]=1)[C:3]1[CH:4]=[CH:5][CH:6]=[CH:7][CH:8]=1. The yield is 0.860. (5) The reactants are [Br:1][C:2]1[CH:7]=[C:6]([C:8]2[C:9]([C:13]3[CH:18]=[CH:17][CH:16]=[CH:15][N:14]=3)=[N:10][NH:11][CH:12]=2)[CH:5]=[CH:4][N:3]=1.C(=O)([O-])[O-].[K+].[K+].[C:25](Cl)([C:38]1[CH:43]=[CH:42][CH:41]=[CH:40][CH:39]=1)([C:32]1[CH:37]=[CH:36][CH:35]=[CH:34][CH:33]=1)[C:26]1[CH:31]=[CH:30][CH:29]=[CH:28][CH:27]=1. The catalyst is CC(C)=O. The product is [Br:1][C:2]1[CH:7]=[C:6]([C:8]2[C:9]([C:13]3[CH:18]=[CH:17][CH:16]=[CH:15][N:14]=3)=[N:10][N:11]([C:25]([C:26]3[CH:31]=[CH:30][CH:29]=[CH:28][CH:27]=3)([C:38]3[CH:39]=[CH:40][CH:41]=[CH:42][CH:43]=3)[C:32]3[CH:33]=[CH:34][CH:35]=[CH:36][CH:37]=3)[CH:12]=2)[CH:5]=[CH:4][N:3]=1. The yield is 0.853. (6) The reactants are [CH2:1]([O:8][C:9]1[CH:22]=[CH:21][C:12]([O:13][Si](C(C)(C)C)(C)C)=[C:11]([CH3:23])[CH:10]=1)[C:2]1[CH:7]=[CH:6][CH:5]=[CH:4][CH:3]=1.[F-].C([N+](CCCC)(CCCC)CCCC)CCC. The catalyst is C1COCC1. The product is [CH2:1]([O:8][C:9]1[CH:22]=[CH:21][C:12]([OH:13])=[C:11]([CH3:23])[CH:10]=1)[C:2]1[CH:3]=[CH:4][CH:5]=[CH:6][CH:7]=1. The yield is 0.930. (7) The reactants are [CH:1]1([CH2:4][N:5]2[CH2:30][CH2:29][C@:12]34[C:13]5[C:14]6[O:28][C@H:11]3[C@@H:10]([CH2:31]O)[CH2:9][CH2:8][C@@:7]4([OH:33])[C@H:6]2[CH2:19][C:18]=5[CH:17]=[CH:16][C:15]=6[O:20][CH2:21][C:22]2[CH:27]=[CH:26][CH:25]=[CH:24][CH:23]=2)[CH2:3][CH2:2]1.N1C=CC=CC=1.[C:40]1([CH3:50])[CH:45]=[CH:44][C:43]([S:46](Cl)(=[O:48])=[O:47])=[CH:42][CH:41]=1. The catalyst is C(Cl)Cl.CCOC(C)=O. The product is [CH:1]1([CH2:4][N:5]2[CH2:30][CH2:29][C@:12]34[C:13]5[C:14]6[O:28][C@H:11]3[C@@H:10]([CH2:31][S:46]([C:43]3[CH:44]=[CH:45][C:40]([CH3:50])=[CH:41][CH:42]=3)(=[O:48])=[O:47])[CH2:9][CH2:8][C@@:7]4([OH:33])[C@H:6]2[CH2:19][C:18]=5[CH:17]=[CH:16][C:15]=6[O:20][CH2:21][C:22]2[CH:23]=[CH:24][CH:25]=[CH:26][CH:27]=2)[CH2:3][CH2:2]1. The yield is 0.960.